From a dataset of Catalyst prediction with 721,799 reactions and 888 catalyst types from USPTO. Predict which catalyst facilitates the given reaction. (1) Reactant: [CH2:1]([N:3]([CH2:28][CH3:29])[C:4]1[C:9]2[N:10]([CH2:24][CH2:25][CH2:26]O)[C:11]([NH:13][C:14]3[C:15]([O:22][CH3:23])=[N:16][C:17]([O:20][CH3:21])=[N:18][CH:19]=3)=[N:12][C:8]=2[CH:7]=[CH:6][CH:5]=1)[CH3:2].CS(Cl)(=O)=O.C(=O)(O)[O-].[Na+]. Product: [CH3:21][O:20][C:17]1[N:16]=[C:15]([O:22][CH3:23])[C:14]([N:13]2[C:11]3=[N:12][C:8]4[C:9](=[C:4]([N:3]([CH2:1][CH3:2])[CH2:28][CH3:29])[CH:5]=[CH:6][CH:7]=4)[N:10]3[CH2:24][CH2:25][CH2:26]2)=[CH:19][N:18]=1. The catalyst class is: 17. (2) Reactant: [Cl:1][C:2]1[CH:3]=[C:4](/[CH:8]=[CH:9]/[C:10]([N:12]2[CH2:18][CH2:17][C:16](=[O:19])[NH:15][CH2:14][CH2:13]2)=[O:11])[CH:5]=[CH:6][CH:7]=1.[H-].[Na+].[CH2:22]([O:24][C:25](=[O:28])[CH2:26]Br)[CH3:23].OS([O-])(=O)=O.[K+]. Product: [CH2:22]([O:24][C:25](=[O:28])[CH2:26][N:15]1[C:16](=[O:19])[CH2:17][CH2:18][N:12]([C:10](=[O:11])/[CH:9]=[CH:8]/[C:4]2[CH:5]=[CH:6][CH:7]=[C:2]([Cl:1])[CH:3]=2)[CH2:13][CH2:14]1)[CH3:23]. The catalyst class is: 3. (3) Reactant: [Br-].[CH3:2][O:3][CH2:4][CH2:5][CH2:6][P+](C1C=CC=CC=1)(C1C=CC=CC=1)C1C=CC=CC=1.[Br:26][C:27]1[CH:28]=[CH:29][C:30]([CH3:35])=[C:31]([CH:34]=1)[CH:32]=O.CC#N.O. Product: [Br:26][C:27]1[CH:28]=[CH:29][C:30]([CH3:35])=[C:31]([CH:32]=[CH:6][CH2:5][CH2:4][O:3][CH3:2])[CH:34]=1. The catalyst class is: 23. (4) Reactant: [OH:1][CH2:2][CH:3]1[NH:8][CH2:7][CH2:6][N:5]([C:9]([O:11][C:12]([CH3:15])([CH3:14])[CH3:13])=[O:10])[CH2:4]1.[CH2:16]([C:18]1[CH:19]=[C:20]([N:24]=[C:25]=[O:26])[CH:21]=[CH:22][CH:23]=1)[CH3:17]. Product: [CH2:16]([C:18]1[CH:19]=[C:20]([NH:24][C:25]([N:8]2[CH2:7][CH2:6][N:5]([C:9]([O:11][C:12]([CH3:15])([CH3:14])[CH3:13])=[O:10])[CH2:4][CH:3]2[CH2:2][OH:1])=[O:26])[CH:21]=[CH:22][CH:23]=1)[CH3:17]. The catalyst class is: 7. (5) Reactant: Cl[CH2:2][C:3]([OH:5])=[O:4].C(N(CC)CC)C.[NH2:13][C:14]1[CH:19]=[CH:18][CH:17]=[CH:16][N:15]=1. Product: [NH:13]=[C:14]1[CH:19]=[CH:18][CH:17]=[CH:16][N:15]1[CH2:2][C:3]([OH:5])=[O:4]. The catalyst class is: 97.